This data is from Reaction yield outcomes from USPTO patents with 853,638 reactions. The task is: Predict the reaction yield, written as a fraction of the theoretical maximum amount of product (1.0 means a 100% yield; for example, 0.34 means a 34% yield). (1) The reactants are N([O-])=O.[Na+].N[C:6]1[S:7][C:8]2[C:13]([NH:14][C@H:15]([CH2:18][CH:19]([CH3:21])[CH3:20])[CH2:16][OH:17])=[N:12][C:11]([SH:22])=[N:10][C:9]=2[N:23]=1.[ClH:24]. The catalyst is O.CC#N. The product is [Cl:24][C:6]1[S:7][C:8]2[C:13]([NH:14][C@H:15]([CH2:18][CH:19]([CH3:21])[CH3:20])[CH2:16][OH:17])=[N:12][C:11]([S:22][S:22][C:11]3[N:12]=[C:13]([NH:14][C@@H:15]([CH2:16][OH:17])[CH2:18][CH:19]([CH3:20])[CH3:21])[C:8]4[S:7][C:6]([Cl:24])=[N:23][C:9]=4[N:10]=3)=[N:10][C:9]=2[N:23]=1. The yield is 0.800. (2) The reactants are [CH:1]1[CH:6]=[CH:5][CH:4]=[CH:3][CH:2]=1.[Cl-].[Cl-].[Cl-].[Al+3].[C:11](Cl)(=[O:16])/[C:12](=[CH:14]/[CH3:15])/[CH3:13]. The catalyst is Cl. The product is [CH3:13][CH:12]1[CH:14]([CH3:15])[C:6]2[C:1](=[CH:2][CH:3]=[CH:4][CH:5]=2)[C:11]1=[O:16]. The yield is 0.920.